Dataset: Forward reaction prediction with 1.9M reactions from USPTO patents (1976-2016). Task: Predict the product of the given reaction. (1) Given the reactants C[Si](C=[N+]=[N-])(C)C.[OH:8][C:9]1[CH:10]=[C:11]([CH2:15][CH2:16][C:17]([OH:19])=[O:18])[CH:12]=[CH:13][CH:14]=1.[C:20](O)(=O)C, predict the reaction product. The product is: [OH:8][C:9]1[CH:10]=[C:11]([CH2:15][CH2:16][C:17]([O:19][CH3:20])=[O:18])[CH:12]=[CH:13][CH:14]=1. (2) Given the reactants CC([CH:5]1[CH2:10][N:9]([CH2:11][CH2:12][F:13])[CH2:8][CH2:7][N:6]1C([O-])=O)(C)C.[ClH:17].CO, predict the reaction product. The product is: [ClH:17].[ClH:17].[F:13][CH2:12][CH2:11][N:9]1[CH2:10][CH2:5][NH:6][CH2:7][CH2:8]1. (3) Given the reactants FC(F)(F)C(O)=O.[CH:8]([N:11]1[C:15]([C:16]2[N:25]=[C:24]3[N:18]([CH2:19][CH2:20][O:21][C:22]4[CH:29]=[C:28]([CH:30]5[CH2:35][CH2:34][NH:33][CH2:32][CH2:31]5)[CH:27]=[CH:26][C:23]=43)[CH:17]=2)=[N:14][CH:13]=[N:12]1)([CH3:10])[CH3:9].Br[CH2:37][C:38]([NH2:40])=[O:39], predict the reaction product. The product is: [CH:8]([N:11]1[C:15]([C:16]2[N:25]=[C:24]3[C:23]4[CH:26]=[CH:27][C:28]([CH:30]5[CH2:35][CH2:34][N:33]([CH2:37][C:38]([NH2:40])=[O:39])[CH2:32][CH2:31]5)=[CH:29][C:22]=4[O:21][CH2:20][CH2:19][N:18]3[CH:17]=2)=[N:14][CH:13]=[N:12]1)([CH3:10])[CH3:9].